This data is from Reaction yield outcomes from USPTO patents with 853,638 reactions. The task is: Predict the reaction yield, written as a fraction of the theoretical maximum amount of product (1.0 means a 100% yield; for example, 0.34 means a 34% yield). (1) The reactants are [Cl:1][C:2]1[CH:3]=[C:4]2[C:8](=[CH:9][CH:10]=1)[NH:7][C:6](=[O:11])[CH2:5]2.[Li]CCCC.CCCCCC.[CH3:23][N:24]([CH3:35])[C:25]1[CH:26]=[C:27]2[C:32](=[CH:33][CH:34]=1)[C:30](=O)[O:29][CH2:28]2.Cl.[OH-].[Na+]. The catalyst is COCCOC. The product is [Cl:1][C:2]1[CH:3]=[C:4]2[C:8](=[CH:9][CH:10]=1)[NH:7][C:6](=[O:11])[C:5]2=[C:30]1[C:32]2[C:27](=[CH:26][C:25]([N:24]([CH3:35])[CH3:23])=[CH:34][CH:33]=2)[CH2:28][O:29]1. The yield is 0.490. (2) The reactants are [OH:1][CH:2]1[CH2:5][N:4]([C:6]([O:8][C:9]([CH3:12])([CH3:11])[CH3:10])=[O:7])[CH2:3]1.CS(C)=O.C(N(CC)CC)C. The catalyst is C(Cl)Cl. The product is [O:1]=[C:2]1[CH2:5][N:4]([C:6]([O:8][C:9]([CH3:12])([CH3:11])[CH3:10])=[O:7])[CH2:3]1. The yield is 0.520. (3) The reactants are CS(O)(=O)=O.[CH3:6][O:7][C:8]1[CH:23]=[C:22]([CH2:24][NH:25][CH2:26][CH2:27][CH2:28][CH:29]([CH3:31])[CH3:30])[CH:21]=[CH:20][C:9]=1[O:10][C:11]1[CH:19]=[CH:18][C:14]([C:15]([NH2:17])=[O:16])=[CH:13][N:12]=1.C(C1C=CC(OC2C=CC(C(N)=O)=CN=2)=C(OC)C=1)=O.CC(C)CCCN.[BH4-].[Na+]. The catalyst is CO. The product is [CH3:6][O:7][C:8]1[CH:23]=[C:22]([CH2:24][NH:25][CH2:26][CH2:27][CH2:28][CH:29]([CH3:31])[CH3:30])[CH:21]=[CH:20][C:9]=1[O:10][C:11]1[CH:19]=[CH:18][C:14]([C:15]([NH2:17])=[O:16])=[CH:13][N:12]=1. The yield is 0.718. (4) The reactants are [OH2:1].[C:2]1([CH3:12])[CH:7]=[CH:6][C:5](S(O)(=O)=O)=[CH:4][CH:3]=1.[CH:13]([O:20]CC)([O:17][CH2:18][CH3:19])OCC.[CH2:23]([OH:25])[CH3:24]. The catalyst is C(OCC)(=O)C. The product is [CH2:23]([O:25][C:12]([C@H:2]1[CH2:7][CH2:6][CH2:5][C@@H:4]([C:13]([O:17][CH2:18][CH3:19])=[O:20])[CH2:3]1)=[O:1])[CH3:24]. The yield is 0.877. (5) The reactants are [CH3:1][O:2][CH2:3][O:4][C:5]1[CH:6]=[C:7]([CH:20]=[CH:21][C:22]=1[CH3:23])[C:8]([NH:10][C:11]([CH3:19])([C:13]1[CH:18]=[CH:17][CH:16]=[CH:15][CH:14]=1)[CH3:12])=[O:9].CN(CCN(C)C)C.CN([CH:35]=[O:36])C. The catalyst is C1COCC1. The product is [CH3:1][O:2][CH2:3][O:4][C:5]1[C:22]([CH3:23])=[CH:21][CH:20]=[C:7]2[C:6]=1[CH:35]([OH:36])[N:10]([C:11]([CH3:19])([C:13]1[CH:14]=[CH:15][CH:16]=[CH:17][CH:18]=1)[CH3:12])[C:8]2=[O:9]. The yield is 0.800. (6) The product is [NH2:36][C:33]1[N:32]=[C:31]([C:37]([F:38])([F:39])[F:40])[C:30]([C:2]2[N:7]=[C:6]([CH3:8])[N:5]=[C:4]([CH:9]3[CH2:14][CH2:13][CH2:12][N:11]([C:15]([C:57]4[CH:62]=[CH:61][CH:60]=[CH:59][CH:58]=4)=[O:17])[CH2:10]3)[CH:3]=2)=[CH:35][N:34]=1. The reactants are Cl[C:2]1[N:7]=[C:6]([CH3:8])[N:5]=[C:4]([CH:9]2[CH2:14][CH2:13][CH2:12][N:11]([C:15]([O:17]C(C)(C)C)=O)[CH2:10]2)[CH:3]=1.CC1(C)C(C)(C)OB([C:30]2[C:31]([C:37]([F:40])([F:39])[F:38])=[N:32][C:33]([NH2:36])=[N:34][CH:35]=2)O1.C(=O)([O-])[O-].[K+].[K+].O.Cl.O1CCOCC1.C(O)(=O)[C:57]1[CH:62]=[CH:61][CH:60]=[CH:59][CH:58]=1.CN(C(ON1N=NC2C=CC=CC1=2)=[N+](C)C)C.F[P-](F)(F)(F)(F)F.C(N(CC)CC)C. The catalyst is C(#N)C.CN(C=O)C.C1C=CC(P(C2C=CC=CC=2)[C-]2C=CC=C2)=CC=1.C1C=CC(P(C2C=CC=CC=2)[C-]2C=CC=C2)=CC=1.Cl[Pd]Cl.[Fe+2].CO. The yield is 0.380. (7) The reactants are [CH:1]([N-:4]C(C)C)(C)C.[Li+].COC1C=CC(CC#N)=CC=1.IC.[Cl-].[NH4+].CCCCCCC.[CH2:31]1[CH2:35][O:34][CH2:33][CH2:32]1.[CH2:36]([C:38]1[CH:43]=[CH:42][CH:41]=C[CH:39]=1)C. The catalyst is C1COCC1. The product is [CH3:33][O:34][C:35]1[CH:31]=[CH:32][C:43]([C:38]([CH3:36])([CH3:39])[C:1]#[N:4])=[CH:42][CH:41]=1. The yield is 0.840.